The task is: Predict which catalyst facilitates the given reaction.. This data is from Catalyst prediction with 721,799 reactions and 888 catalyst types from USPTO. (1) Reactant: Cl.[CH3:2][O:3][C:4]1[CH:12]=[C:11]([NH:13][NH2:14])[CH:10]=[CH:9][C:5]=1[C:6]([OH:8])=[O:7].[CH3:15][C:16]([CH3:23])([CH3:22])[C:17](=O)[CH2:18][C:19]#[N:20].Cl.[OH-].[Na+]. Product: [NH2:20][C:19]1[N:13]([C:11]2[CH:10]=[CH:9][C:5]([C:6]([OH:8])=[O:7])=[C:4]([O:3][CH3:2])[CH:12]=2)[N:14]=[C:17]([C:16]([CH3:23])([CH3:22])[CH3:15])[CH:18]=1. The catalyst class is: 8. (2) Reactant: C[O:2][C:3]1[CH:4]=[C:5]([CH:23]=[CH:24][CH:25]=1)[CH2:6][NH:7][C:8]1[CH:9]=[N:10][CH:11]=[C:12]([CH2:14][C:15]2[CH:20]=[CH:19][CH:18]=[C:17]([O:21]C)[CH:16]=2)[CH:13]=1.B(Br)(Br)Br. Product: [OH:2][C:3]1[CH:4]=[C:5]([CH:23]=[CH:24][CH:25]=1)[CH2:6][NH:7][C:8]1[CH:9]=[N:10][CH:11]=[C:12]([CH2:14][C:15]2[CH:20]=[CH:19][CH:18]=[C:17]([OH:21])[CH:16]=2)[CH:13]=1. The catalyst class is: 2. (3) Reactant: [NH2:1][C:2]1[CH:3]=[C:4]2[C:9](=[CH:10][CH:11]=1)[N:8]=[CH:7][C:6]([C:12]#[N:13])=[C:5]2[NH:14][C:15]1[CH:20]=[CH:19][C:18]([F:21])=[C:17]([Cl:22])[CH:16]=1.[CH3:23][N:24]1[C:28]([CH:29]=O)=[C:27]([CH3:31])[N:26]=[CH:25]1.[BH3-]C#N.[Na+]. Product: [Cl:22][C:17]1[CH:16]=[C:15]([NH:14][C:5]2[C:4]3[C:9](=[CH:10][CH:11]=[C:2]([NH:1][CH2:29][C:28]4[N:24]([CH3:23])[CH:25]=[N:26][C:27]=4[CH3:31])[CH:3]=3)[N:8]=[CH:7][C:6]=2[C:12]#[N:13])[CH:20]=[CH:19][C:18]=1[F:21]. The catalyst class is: 14.